From a dataset of Forward reaction prediction with 1.9M reactions from USPTO patents (1976-2016). Predict the product of the given reaction. The product is: [CH2:59]([C@H:46]1[CH2:47][O:48][C:49](=[O:50])[N:51]1[C:27](=[O:29])[CH2:26][CH2:25][C@@H:12]1[CH2:11][CH2:10][C@@H:9]([O:8][CH2:7][C:6]2[CH:5]=[CH:4][C:3]([O:2][CH3:1])=[CH:31][CH:30]=2)[CH2:14][N:13]1[S:15]([C:18]1[CH:23]=[CH:22][C:21]([CH3:24])=[CH:20][CH:19]=1)(=[O:16])=[O:17])[C:60]1[CH:42]=[CH:40][CH:43]=[CH:62][CH:61]=1. Given the reactants [CH3:1][O:2][C:3]1[CH:31]=[CH:30][C:6]([CH2:7][O:8][C@H:9]2[CH2:14][N:13]([S:15]([C:18]3[CH:23]=[CH:22][C:21]([CH3:24])=[CH:20][CH:19]=3)(=[O:17])=[O:16])[C@H:12]([CH2:25][CH2:26][C:27]([OH:29])=O)[CH2:11][CH2:10]2)=[CH:5][CH:4]=1.C(N(CC)CC)C.C(Cl)(=O)[C:40]([CH3:43])([CH3:42])C.[CH2:46]1[N:51](CC2C=CC=CC=2)[C:49](=[O:50])[O:48][CH2:47]1.[CH2:59]([Li])[CH2:60][CH2:61][CH3:62], predict the reaction product.